Task: Binary Classification. Given a T-cell receptor sequence (or CDR3 region) and an epitope sequence, predict whether binding occurs between them.. Dataset: TCR-epitope binding with 47,182 pairs between 192 epitopes and 23,139 TCRs The epitope is SFHSLHLLF. The TCR CDR3 sequence is CASSMRDIGNTGELFF. Result: 1 (the TCR binds to the epitope).